From a dataset of Peptide-MHC class I binding affinity with 185,985 pairs from IEDB/IMGT. Regression. Given a peptide amino acid sequence and an MHC pseudo amino acid sequence, predict their binding affinity value. This is MHC class I binding data. (1) The peptide sequence is CLGGLLTMV. The MHC is HLA-A02:11 with pseudo-sequence HLA-A02:11. The binding affinity (normalized) is 1.00. (2) The peptide sequence is FRAAVRAHF. The MHC is HLA-A03:01 with pseudo-sequence HLA-A03:01. The binding affinity (normalized) is 0.0847. (3) The peptide sequence is YVIKVKARV. The MHC is Patr-B0101 with pseudo-sequence Patr-B0101. The binding affinity (normalized) is 0. (4) The peptide sequence is VQYRILPMII. The MHC is HLA-A02:01 with pseudo-sequence HLA-A02:01. The binding affinity (normalized) is 0.155. (5) The peptide sequence is RVHFHRFMY. The MHC is HLA-B39:01 with pseudo-sequence HLA-B39:01. The binding affinity (normalized) is 0.0847. (6) The peptide sequence is KLFLESGAV. The binding affinity (normalized) is 0.725. The MHC is HLA-A02:03 with pseudo-sequence HLA-A02:03. (7) The binding affinity (normalized) is 0.0847. The peptide sequence is SRYFGNVRL. The MHC is HLA-A02:06 with pseudo-sequence HLA-A02:06. (8) The peptide sequence is AEHFENQVL. The MHC is HLA-A01:01 with pseudo-sequence HLA-A01:01. The binding affinity (normalized) is 0.0847. (9) The peptide sequence is ITCVVIPSK. The MHC is HLA-A03:01 with pseudo-sequence HLA-A03:01. The binding affinity (normalized) is 0.303. (10) The peptide sequence is ACQGVGGPSHK. The MHC is HLA-A23:01 with pseudo-sequence HLA-A23:01. The binding affinity (normalized) is 0.